From a dataset of Reaction yield outcomes from USPTO patents with 853,638 reactions. Predict the reaction yield, written as a fraction of the theoretical maximum amount of product (1.0 means a 100% yield; for example, 0.34 means a 34% yield). (1) The reactants are C[Mg]Br.[CH2:4](OCC)C.[N:9]1([C:18]2[S:22][C:21]([CH:23]=[O:24])=[C:20]([O:25][CH2:26][C:27]3[CH:32]=[CH:31][CH:30]=[CH:29][C:28]=3[CH3:33])[CH:19]=2)[C:13]2[CH:14]=[CH:15][CH:16]=[CH:17][C:12]=2[N:11]=[CH:10]1. The catalyst is ClCCl. The product is [N:9]1([C:18]2[S:22][C:21]([CH:23]([OH:24])[CH3:4])=[C:20]([O:25][CH2:26][C:27]3[CH:32]=[CH:31][CH:30]=[CH:29][C:28]=3[CH3:33])[CH:19]=2)[C:13]2[CH:14]=[CH:15][CH:16]=[CH:17][C:12]=2[N:11]=[CH:10]1. The yield is 0.980. (2) The reactants are [CH2:1]([O:8][C:9]1[CH:16]=[C:15]([O:17][CH3:18])[C:14]([Br:19])=[CH:13][C:10]=1C=O)[C:2]1[CH:7]=[CH:6][CH:5]=[CH:4][CH:3]=1.C1C=C(Cl)C=C(C(OO)=[O:28])C=1.CCCCCC.C(OCC)(=O)C. The catalyst is ClCCl. The product is [CH2:1]([O:8][C:9]1[CH:16]=[C:15]([O:17][CH3:18])[C:14]([Br:19])=[CH:13][C:10]=1[OH:28])[C:2]1[CH:7]=[CH:6][CH:5]=[CH:4][CH:3]=1. The yield is 0.570. (3) The reactants are [NH2:1][C:2]1[CH:3]=[N:4][N:5]2[CH:10]=[CH:9][CH:8]=[CH:7][C:6]=12.[CH:11](=O)[CH3:12].[BH3-]C#N.[Na+].[C:18](#N)[CH3:19]. No catalyst specified. The product is [CH2:18]([N:1]([CH2:11][CH3:12])[C:2]1[CH:3]=[N:4][N:5]2[CH:10]=[CH:9][CH:8]=[CH:7][C:6]=12)[CH3:19]. The yield is 0.580.